This data is from Full USPTO retrosynthesis dataset with 1.9M reactions from patents (1976-2016). The task is: Predict the reactants needed to synthesize the given product. Given the product [OH:1][C@@H:2]([C:8]([N:10]1[CH2:11][CH2:12][N:13]([C:16]2[C:25]3[C:20](=[CH:21][C:22]([CH3:26])=[CH:23][CH:24]=3)[N:19]=[C:18]([C:27]3[CH:32]=[CH:31][CH:30]=[CH:29][C:28]=3[OH:33])[N:17]=2)[CH2:14][CH2:15]1)=[O:9])[CH2:3][C:4]([OH:6])=[O:5], predict the reactants needed to synthesize it. The reactants are: [OH:1][C@@H:2]([C:8]([N:10]1[CH2:15][CH2:14][N:13]([C:16]2[C:25]3[C:20](=[CH:21][C:22]([CH3:26])=[CH:23][CH:24]=3)[N:19]=[C:18]([C:27]3[CH:32]=[CH:31][CH:30]=[CH:29][C:28]=3[OH:33])[N:17]=2)[CH2:12][CH2:11]1)=[O:9])[CH2:3][C:4]([O:6]C)=[O:5].O[Li].O.